From a dataset of Full USPTO retrosynthesis dataset with 1.9M reactions from patents (1976-2016). Predict the reactants needed to synthesize the given product. (1) Given the product [CH2:1]([O:3][C:4]1[C:13]([O:14][CH3:15])=[CH:12][C:11]2[C:10]([C:16]3[CH:17]=[C:18]([CH:23]=[CH:24][CH:25]=3)[C:19]([OH:21])=[O:20])=[N:9][C@@H:8]3[CH2:26][CH2:27][S:28][CH2:29][C@@H:7]3[C:6]=2[CH:5]=1)[CH3:2], predict the reactants needed to synthesize it. The reactants are: [CH2:1]([O:3][C:4]1[C:13]([O:14][CH3:15])=[CH:12][C:11]2[C:10]([C:16]3[CH:17]=[C:18]([CH:23]=[CH:24][CH:25]=3)[C:19]([O:21]C)=[O:20])=[N:9][C@@H:8]3[CH2:26][CH2:27][S:28][CH2:29][C@@H:7]3[C:6]=2[CH:5]=1)[CH3:2].[OH-].[Na+].Cl. (2) Given the product [CH:20]1([NH:23][C:24](=[O:41])[C:25]2[CH:30]=[CH:29][C:28]([CH3:31])=[C:27]([C:2]3[CH:3]=[C:4]4[C:9](=[CH:10][CH:11]=3)[N:8]=[C:7]([NH:12][C@H:13]3[CH2:14][CH2:15][C:16](=[O:19])[NH:17][CH2:18]3)[N:6]=[CH:5]4)[CH:26]=2)[CH2:21][CH2:22]1, predict the reactants needed to synthesize it. The reactants are: Br[C:2]1[CH:3]=[C:4]2[C:9](=[CH:10][CH:11]=1)[N:8]=[C:7]([NH:12][C@@H:13]1[CH2:18][NH:17][C:16](=[O:19])[CH2:15][CH2:14]1)[N:6]=[CH:5]2.[CH:20]1([NH:23][C:24](=[O:41])[C:25]2[CH:30]=[CH:29][C:28]([CH3:31])=[C:27](B3OC(C)(C)C(C)(C)O3)[CH:26]=2)[CH2:22][CH2:21]1. (3) Given the product [CH3:18][O:17][C:16](=[O:19])[NH:15][CH2:14][CH2:13][CH2:12][C:6]1[CH:5]=[C:4]([C:1](=[O:3])[CH3:2])[CH:9]=[C:8]([O:10][CH3:11])[N:7]=1, predict the reactants needed to synthesize it. The reactants are: [C:1]([C:4]1[CH:9]=[C:8]([O:10][CH3:11])[N:7]=[C:6](/[CH:12]=[CH:13]/[CH2:14][NH:15][C:16](=[O:19])[O:17][CH3:18])[CH:5]=1)(=[O:3])[CH3:2]. (4) Given the product [NH2:51][C:50]1[CH:49]=[C:45]([CH2:46][N:1]2[CH:5]=[C:4]([NH:6][C:7]([C:9]3[C:17]4[C:12](=[CH:13][C:14]([C:18]5[CH:19]=[N:20][CH:21]=[CH:22][CH:23]=5)=[CH:15][CH:16]=4)[NH:11][N:10]=3)=[O:8])[CH:3]=[N:2]2)[CH:44]=[CH:43][N:42]=1, predict the reactants needed to synthesize it. The reactants are: [NH:1]1[CH:5]=[C:4]([NH:6][C:7]([C:9]2[C:17]3[C:12](=[CH:13][C:14]([C:18]4[CH:19]=[N:20][CH:21]=[CH:22][CH:23]=4)=[CH:15][CH:16]=3)[N:11](COCC[Si](C)(C)C)[N:10]=2)=[O:8])[CH:3]=[N:2]1.N1C=C(NC(C2C3[C:43](=[CH:44][C:45]([C:49]4[CH:50]=[N:51]N(C5CCCCO5)C=4)=[CH:46]C=3)[N:42](COCC[Si](C)(C)C)N=2)=O)C=N1. (5) Given the product [C:11]([O:15][C:16]([N:18]1[CH2:23][CH2:22][C:21]([C:2]2[O:3][C:4]3[CH:10]=[CH:9][CH:8]=[CH:7][C:5]=3[N:6]=2)([C:24]#[N:25])[CH2:20][CH2:19]1)=[O:17])([CH3:14])([CH3:12])[CH3:13], predict the reactants needed to synthesize it. The reactants are: Cl[C:2]1[O:3][C:4]2[CH:10]=[CH:9][CH:8]=[CH:7][C:5]=2[N:6]=1.[C:11]([O:15][C:16]([N:18]1[CH2:23][CH2:22][CH:21]([C:24]#[N:25])[CH2:20][CH2:19]1)=[O:17])([CH3:14])([CH3:13])[CH3:12].